Dataset: Full USPTO retrosynthesis dataset with 1.9M reactions from patents (1976-2016). Task: Predict the reactants needed to synthesize the given product. (1) Given the product [C:1]([O:5][C:6]([C:7]1[O:8][C:9]2[CH:14]=[CH:13][CH:12]=[C:11]([OH:15])[C:10]=2[C:16]=1[CH3:17])=[O:19])([CH3:4])([CH3:3])[CH3:2], predict the reactants needed to synthesize it. The reactants are: [C:1]([O:5][C:6](=[O:19])[CH2:7][O:8][C:9]1[CH:14]=[CH:13][CH:12]=[C:11]([OH:15])[C:10]=1[C:16](=O)[CH3:17])([CH3:4])([CH3:3])[CH3:2].C(=O)([O-])[O-].[K+].[K+].O. (2) Given the product [C:1]([C:3]1[N:8]=[CH:7][C:6]([CH:9]([CH3:15])[C:10]([OH:12])=[O:11])=[CH:5][CH:4]=1)#[N:2], predict the reactants needed to synthesize it. The reactants are: [C:1]([C:3]1[N:8]=[CH:7][C:6]([CH:9]([CH3:15])[C:10]([O:12]CC)=[O:11])=[CH:5][CH:4]=1)#[N:2].[OH-].[Na+]. (3) Given the product [NH2:21][C:19]1[S:20][C:2]([C:3]([O:5][CH2:6][CH3:7])=[O:4])=[C:8]([C:10]2[CH:15]=[CH:14][C:13]([Cl:16])=[CH:12][C:11]=2[Cl:17])[N:18]=1, predict the reactants needed to synthesize it. The reactants are: Br[CH:2]([C:8]([C:10]1[CH:15]=[CH:14][C:13]([Cl:16])=[CH:12][C:11]=1[Cl:17])=O)[C:3]([O:5][CH2:6][CH3:7])=[O:4].[NH2:18][C:19]([NH2:21])=[S:20]. (4) Given the product [NH:18]([C:2]1[C:7]2[N:8]=[C:9]([C:11]3[CH:16]=[CH:15][CH:14]=[CH:13][CH:12]=3)[NH:10][C:6]=2[CH:5]=[CH:4][N:3]=1)[NH2:19], predict the reactants needed to synthesize it. The reactants are: Cl[C:2]1[C:7]2[N:8]=[C:9]([C:11]3[CH:16]=[CH:15][CH:14]=[CH:13][CH:12]=3)[NH:10][C:6]=2[CH:5]=[CH:4][N:3]=1.O.[NH2:18][NH2:19]. (5) Given the product [CH:1]([C:4]1[CH:9]=[CH:8][C:7]([CH:10]2[C:14]3[C:15]([CH3:22])=[C:16]([NH:21][C:35](=[O:36])[CH2:34][CH2:33][C:30]4[CH:31]=[CH:32][C:27]([O:26][CH3:25])=[CH:28][CH:29]=4)[C:17]([CH3:20])=[C:18]([CH3:19])[C:13]=3[O:12][C:11]2([CH3:24])[CH3:23])=[CH:6][CH:5]=1)([CH3:3])[CH3:2], predict the reactants needed to synthesize it. The reactants are: [CH:1]([C:4]1[CH:9]=[CH:8][C:7]([CH:10]2[C:14]3[C:15]([CH3:22])=[C:16]([NH2:21])[C:17]([CH3:20])=[C:18]([CH3:19])[C:13]=3[O:12][C:11]2([CH3:24])[CH3:23])=[CH:6][CH:5]=1)([CH3:3])[CH3:2].[CH3:25][O:26][C:27]1[CH:32]=[CH:31][C:30]([CH2:33][CH2:34][C:35](Cl)=[O:36])=[CH:29][CH:28]=1.